Dataset: Forward reaction prediction with 1.9M reactions from USPTO patents (1976-2016). Task: Predict the product of the given reaction. (1) Given the reactants [Cl:1][C:2]1[CH:3]=[C:4]([CH:8]=[CH:9][CH:10]=1)[CH2:5][CH2:6]O.[Br:11]P(Br)(C1C=CC=CC=1)(C1C=CC=CC=1)C1C=CC=CC=1, predict the reaction product. The product is: [Cl:1][C:2]1[CH:3]=[C:4]([CH:8]=[CH:9][CH:10]=1)[CH2:5][CH2:6][Br:11]. (2) Given the reactants [CH3:1][C:2]([C:4]1[CH:9]=[CH:8][C:7]([Cl:10])=[CH:6][C:5]=1[OH:11])=[O:3].[CH3:12][C:13]([CH3:15])=O.N1CCCC1, predict the reaction product. The product is: [Cl:10][C:7]1[CH:8]=[CH:9][C:4]2[C:2](=[O:3])[CH2:1][C:13]([CH3:15])([CH3:12])[O:11][C:5]=2[CH:6]=1. (3) Given the reactants [CH:1]1([CH2:7][NH:8][C:9]2[S:10][C:11]3[CH:17]=[C:16]([O:18][C:19]4[CH:24]=[CH:23][N:22]=[C:21]([CH2:25][OH:26])[CH:20]=4)[CH:15]=[CH:14][C:12]=3[N:13]=2)[CH2:6][CH2:5][CH2:4][CH2:3][CH2:2]1.CC(OI1(OC(C)=O)(OC(C)=O)OC(=O)C2C=CC=CC1=2)=O, predict the reaction product. The product is: [CH:1]1([CH2:7][NH:8][C:9]2[S:10][C:11]3[CH:17]=[C:16]([O:18][C:19]4[CH:24]=[CH:23][N:22]=[C:21]([CH:25]=[O:26])[CH:20]=4)[CH:15]=[CH:14][C:12]=3[N:13]=2)[CH2:2][CH2:3][CH2:4][CH2:5][CH2:6]1. (4) Given the reactants [CH3:1][O:2][C:3](=[O:35])[CH:4]([C:10]1[CH:15]=[CH:14][C:13]([CH:16]=[CH:17][C:18](=[O:34])[NH:19][C:20]2[CH:25]=[CH:24][CH:23]=[CH:22][C:21]=2[NH:26][C:27]([O:29][C:30]([CH3:33])([CH3:32])[CH3:31])=[O:28])=[CH:12][CH:11]=1)OS(C)(=O)=O.[CH3:36][CH2:37][N:38]([CH2:41][CH3:42])[CH2:39][CH3:40].O[C@H:44]1CC[NH:46][CH2:45]1, predict the reaction product. The product is: [CH3:1][O:2][C:3](=[O:35])[CH:4]([C:10]1[CH:15]=[CH:14][C:13](/[CH:16]=[CH:17]/[C:18](=[O:34])[NH:19][C:20]2[CH:25]=[CH:24][CH:23]=[CH:22][C:21]=2[NH:26][C:27]([O:29][C:30]([CH3:32])([CH3:31])[CH3:33])=[O:28])=[CH:12][CH:11]=1)[N:46]1[CH2:45][CH2:44][CH:37]([N:38]([CH2:41][CH3:42])[CH2:39][CH3:40])[CH2:36]1.